From a dataset of Full USPTO retrosynthesis dataset with 1.9M reactions from patents (1976-2016). Predict the reactants needed to synthesize the given product. Given the product [O:2]=[C:3]1[NH:8][C:7]([NH:30][C:31]2[CH:36]=[CH:35][CH:34]=[CH:33][CH:32]=2)=[N:6][C:5]([C:13]2[CH:29]=[CH:28][C:16]3[NH:17][C:18]([NH:20][C:21]([C:23]4[S:24][CH:25]=[CH:26][CH:27]=4)=[O:22])=[N:19][C:15]=3[CH:14]=2)=[CH:4]1, predict the reactants needed to synthesize it. The reactants are: C[O:2][C:3]1[N:8]=[C:7](S(C)(=O)=O)[N:6]=[C:5]([C:13]2[CH:29]=[CH:28][C:16]3[NH:17][C:18]([NH:20][C:21]([C:23]4[S:24][CH:25]=[CH:26][CH:27]=4)=[O:22])=[N:19][C:15]=3[CH:14]=2)[CH:4]=1.[NH2:30][C:31]1[CH:36]=[CH:35][CH:34]=[CH:33][CH:32]=1.